This data is from Catalyst prediction with 721,799 reactions and 888 catalyst types from USPTO. The task is: Predict which catalyst facilitates the given reaction. Reactant: [H-].[Na+].[CH3:3][O:4][CH:5]([O:16][CH3:17])[C:6]1[CH:11]=[CH:10][N:9]=[C:8](S(C)(=O)=O)[N:7]=1.[CH2:18]([O:20][CH2:21][CH2:22][OH:23])[CH3:19]. Product: [CH3:3][O:4][CH:5]([O:16][CH3:17])[C:6]1[CH:11]=[CH:10][N:9]=[C:8]([O:23][CH2:22][CH2:21][O:20][CH2:18][CH3:19])[N:7]=1. The catalyst class is: 170.